The task is: Predict the product of the given reaction.. This data is from Forward reaction prediction with 1.9M reactions from USPTO patents (1976-2016). Given the reactants C([O:3][C:4](=[O:23])[C@:5]([O:15][C:16]1[CH:21]=[CH:20][C:19]([F:22])=[CH:18][CH:17]=1)([CH3:14])[CH2:6][C:7]1[CH:12]=[CH:11][C:10]([OH:13])=[CH:9][CH:8]=1)C.[CH3:24][C:25]1[O:29][C:28]([C:30]2([CH3:36])[CH2:35][CH2:34][CH2:33][CH2:32][CH2:31]2)=[N:27][C:26]=1[CH2:37][CH2:38]OS(C1C=CC(C)=CC=1)(=O)=O, predict the reaction product. The product is: [F:22][C:19]1[CH:18]=[CH:17][C:16]([O:15][C@@:5]([CH3:14])([CH2:6][C:7]2[CH:8]=[CH:9][C:10]([O:13][CH2:38][CH2:37][C:26]3[N:27]=[C:28]([C:30]4([CH3:36])[CH2:35][CH2:34][CH2:33][CH2:32][CH2:31]4)[O:29][C:25]=3[CH3:24])=[CH:11][CH:12]=2)[C:4]([OH:3])=[O:23])=[CH:21][CH:20]=1.